Task: Predict the reaction yield, written as a fraction of the theoretical maximum amount of product (1.0 means a 100% yield; for example, 0.34 means a 34% yield).. Dataset: Reaction yield outcomes from USPTO patents with 853,638 reactions (1) The product is [Br:1][C:2]1[CH:3]=[CH:4][C:5]2[O:14][CH2:13][CH2:12][C:11]3[CH:10]=[C:9]([C:15]4[N:24]([C:23]5[CH:25]=[CH:26][C:27]([C:29]([F:30])([F:31])[F:32])=[CH:28][C:22]=5[Cl:21])[CH:17]=[N:18][N:19]=4)[S:8][C:7]=3[C:6]=2[CH:20]=1. The yield is 0.360. The reactants are [Br:1][C:2]1[CH:3]=[CH:4][C:5]2[O:14][CH2:13][CH2:12][C:11]3[CH:10]=[C:9]([C:15]4O[CH:17]=[N:18][N:19]=4)[S:8][C:7]=3[C:6]=2[CH:20]=1.[Cl:21][C:22]1[CH:28]=[C:27]([C:29]([F:32])([F:31])[F:30])[CH:26]=[CH:25][C:23]=1[NH2:24].C(O)(C(F)(F)F)=O.CCN(C(C)C)C(C)C. The catalyst is C1(C)C=CC=CC=1. (2) The reactants are C[O:2][C:3](=[O:27])[CH2:4][C:5]1[CH:10]=[CH:9][C:8]([C:11]#[C:12][C:13]2[CH:14]=[C:15]3[C:20](=[CH:21][CH:22]=2)[O:19][C:18]([CH3:24])([CH3:23])[CH2:17][C:16]3([CH3:26])[CH3:25])=[CH:7][CH:6]=1.[OH-].[Na+]. The catalyst is CO. The product is [CH3:23][C:18]1([CH3:24])[CH2:17][C:16]([CH3:25])([CH3:26])[C:15]2[C:20](=[CH:21][CH:22]=[C:13]([C:12]#[C:11][C:8]3[CH:7]=[CH:6][C:5]([CH2:4][C:3]([OH:27])=[O:2])=[CH:10][CH:9]=3)[CH:14]=2)[O:19]1. The yield is 0.820. (3) The reactants are [F:1][C:2]1[CH:23]=[C:22]([N+:24]([O-])=O)[CH:21]=[CH:20][C:3]=1[O:4][C:5]1[CH:10]=[CH:9][N:8]=[C:7]([NH2:11])[C:6]=1[C:12]#[C:13][C:14]1[CH:19]=[CH:18][CH:17]=[CH:16][N:15]=1.[NH4+].[Cl-]. The catalyst is [Zn]. The product is [NH2:24][C:22]1[CH:21]=[CH:20][C:3]([O:4][C:5]2[CH:10]=[CH:9][N:8]=[C:7]([NH2:11])[C:6]=2[C:12]#[C:13][C:14]2[CH:19]=[CH:18][CH:17]=[CH:16][N:15]=2)=[C:2]([F:1])[CH:23]=1. The yield is 0.780. (4) The reactants are [NH2:1][C@:2]12[CH2:37][CH2:36][C@@H:35]([C:38]([CH3:40])=[CH2:39])[C@@H:3]1[C@@H:4]1[C@@:17]([CH3:20])([CH2:18][CH2:19]2)[C@@:16]2([CH3:21])[C@@H:7]([C@:8]3([CH3:34])[C@@H:13]([CH2:14][CH2:15]2)[C:12]([CH3:23])([CH3:22])[C:11]([C:24]2[CH:33]=[CH:32]C(C(OC)=O)=[CH:26][CH:25]=2)=[CH:10][CH2:9]3)[CH2:6][CH2:5]1.[CH:41]1([CH:44]=O)[CH2:43][CH2:42]1.[C:56]([O:55][BH-]([O:55][C:56](=[O:58])[CH3:57])[O:55][C:56](=[O:58])[CH3:57])(=[O:58])[CH3:57].[Na+]. The catalyst is ClCCCl.O.CC(C)[O-].[Ti+4].CC(C)[O-].CC(C)[O-].CC(C)[O-]. The product is [CH:41]1([CH2:44][NH:1][C@:2]23[CH2:37][CH2:36][C@@H:35]([C:38]([CH3:40])=[CH2:39])[C@@H:3]2[C@@H:4]2[C@@:17]([CH3:20])([CH2:18][CH2:19]3)[C@@:16]3([CH3:21])[C@@H:7]([C@:8]4([CH3:34])[C@@H:13]([CH2:14][CH2:15]3)[C:12]([CH3:22])([CH3:23])[C:11]([C:24]3[CH:25]=[CH:26][C:57]([C:56]([OH:55])=[O:58])=[CH:32][CH:33]=3)=[CH:10][CH2:9]4)[CH2:6][CH2:5]2)[CH2:43][CH2:42]1. The yield is 0.990.